This data is from Reaction yield outcomes from USPTO patents with 853,638 reactions. The task is: Predict the reaction yield, written as a fraction of the theoretical maximum amount of product (1.0 means a 100% yield; for example, 0.34 means a 34% yield). The reactants are O.[OH-].[Li+].[Br:4][C:5]1[CH:14]=[C:13]([C:15]([NH:17][CH2:18][C:19]2[CH:24]=[CH:23][CH:22]=[C:21]([OH:25])[CH:20]=2)=[O:16])[CH:12]=[CH:11][C:6]=1[C:7]([O:9]C)=[O:8]. The catalyst is O.O1CCCC1.CO. The product is [Br:4][C:5]1[CH:14]=[C:13]([C:15]([NH:17][CH2:18][C:19]2[CH:24]=[CH:23][CH:22]=[C:21]([OH:25])[CH:20]=2)=[O:16])[CH:12]=[CH:11][C:6]=1[C:7]([OH:9])=[O:8]. The yield is 1.00.